This data is from Full USPTO retrosynthesis dataset with 1.9M reactions from patents (1976-2016). The task is: Predict the reactants needed to synthesize the given product. The reactants are: [Cl:1][C:2]1[CH:10]=[C:9]([S:11][CH3:12])[CH:8]=[C:7]([Cl:13])[C:3]=1[C:4](O)=[O:5].C(Cl)(C(Cl)=O)=O.[NH3:20]. Given the product [Cl:1][C:2]1[CH:10]=[C:9]([S:11][CH3:12])[CH:8]=[C:7]([Cl:13])[C:3]=1[C:4]([NH2:20])=[O:5], predict the reactants needed to synthesize it.